This data is from NCI-60 drug combinations with 297,098 pairs across 59 cell lines. The task is: Regression. Given two drug SMILES strings and cell line genomic features, predict the synergy score measuring deviation from expected non-interaction effect. Synergy scores: CSS=48.9, Synergy_ZIP=5.94, Synergy_Bliss=4.85, Synergy_Loewe=-17.8, Synergy_HSA=8.60. Drug 2: CC1=C(C(=CC=C1)Cl)NC(=O)C2=CN=C(S2)NC3=CC(=NC(=N3)C)N4CCN(CC4)CCO. Cell line: NCI-H460. Drug 1: CCC1=CC2CC(C3=C(CN(C2)C1)C4=CC=CC=C4N3)(C5=C(C=C6C(=C5)C78CCN9C7C(C=CC9)(C(C(C8N6C)(C(=O)OC)O)OC(=O)C)CC)OC)C(=O)OC.